This data is from Catalyst prediction with 721,799 reactions and 888 catalyst types from USPTO. The task is: Predict which catalyst facilitates the given reaction. (1) Reactant: C([N:8]1[CH2:13][CH2:12][N:11]([C:14]2[CH:15]=[C:16]3[C:20](=[CH:21][CH:22]=2)[NH:19][N:18]=[CH:17]3)[CH:10]([CH2:23][CH:24]2[CH2:29][CH2:28][O:27][CH2:26][CH2:25]2)[CH2:9]1)C1C=CC=CC=1.C([O-])=O.[NH4+]. Product: [O:27]1[CH2:28][CH2:29][CH:24]([CH2:23][CH:10]2[CH2:9][NH:8][CH2:13][CH2:12][N:11]2[C:14]2[CH:15]=[C:16]3[C:20](=[CH:21][CH:22]=2)[NH:19][N:18]=[CH:17]3)[CH2:25][CH2:26]1. The catalyst class is: 105. (2) Reactant: [C:1]1([C@H:7]([NH2:9])[CH3:8])[CH:6]=[CH:5][CH:4]=[CH:3][CH:2]=1.Br[CH2:11][C:12]#[N:13]. Product: [C:1]1([C@H:7]([NH:9][CH2:11][C:12]#[N:13])[CH3:8])[CH:6]=[CH:5][CH:4]=[CH:3][CH:2]=1. The catalyst class is: 23. (3) Reactant: CO[C:3](=[O:27])[C:4]([C:17](=[O:26])[C:18]1[CH:23]=[CH:22][C:21]([CH3:24])=[C:20]([CH3:25])[CH:19]=1)=[CH:5][NH:6][C:7]1[CH:12]=[CH:11][C:10]([C:13]([F:16])([F:15])[F:14])=[CH:9][CH:8]=1.CCCCCC. Product: [CH3:25][C:20]1[CH:19]=[C:18]([CH:23]=[CH:22][C:21]=1[CH3:24])[C:17]([C:4]1[C:3](=[O:27])[C:12]2[C:7](=[CH:8][CH:9]=[C:10]([C:13]([F:16])([F:14])[F:15])[CH:11]=2)[NH:6][CH:5]=1)=[O:26]. The catalyst class is: 641. (4) Reactant: [CH2:1]([CH:3]([CH2:21][CH3:22])[CH:4]([C:6]1[N:10]([S:11]([C:14]2[CH:19]=[CH:18][C:17]([CH3:20])=[CH:16][CH:15]=2)(=[O:13])=[O:12])[N:9]=[CH:8][CH:7]=1)O)[CH3:2].C1(P(C2C=CC=CC=2)C2C=CC=CC=2)C=CC=CC=1.N(C(OCC)=O)=NC(OCC)=O.C1(P([N:68]=[N+:69]=[N-:70])(C2C=CC=CC=2)=O)C=CC=CC=1. Product: [N:68]([CH:4]([C:6]1[N:10]([S:11]([C:14]2[CH:19]=[CH:18][C:17]([CH3:20])=[CH:16][CH:15]=2)(=[O:13])=[O:12])[N:9]=[CH:8][CH:7]=1)[CH:3]([CH2:21][CH3:22])[CH2:1][CH3:2])=[N+:69]=[N-:70]. The catalyst class is: 1. (5) Reactant: [CH2:1](Br)[C:2]1[CH:7]=[CH:6][CH:5]=[CH:4][CH:3]=1.[OH:9][C:10]1[CH:11]=[N:12][C:13]([CH3:16])=[CH:14][CH:15]=1.C(=O)([O-])[O-].[K+].[K+].O. Product: [CH2:1]([O:9][C:10]1[CH:15]=[CH:14][C:13]([CH3:16])=[N:12][CH:11]=1)[C:2]1[CH:7]=[CH:6][CH:5]=[CH:4][CH:3]=1. The catalyst class is: 115.